Dataset: Reaction yield outcomes from USPTO patents with 853,638 reactions. Task: Predict the reaction yield, written as a fraction of the theoretical maximum amount of product (1.0 means a 100% yield; for example, 0.34 means a 34% yield). The reactants are Cl.O1CCOCC1.C([O:11][C:12]1[CH:13]=[C:14]2[C:19](=[CH:20][CH:21]=1)[N:18]=[CH:17][N:16]=[C:15]2Cl)(=O)C.[Cl:23][C:24]1[CH:25]=[C:26]([CH:28]=[CH:29][C:30]=1[O:31][CH2:32][C:33]1[CH:38]=[CH:37][CH:36]=[CH:35][N:34]=1)[NH2:27]. The catalyst is C(#N)C. The product is [Cl:23][C:24]1[CH:25]=[C:26]([NH:27][C:15]2[C:14]3[C:19](=[CH:20][CH:21]=[C:12]([OH:11])[CH:13]=3)[N:18]=[CH:17][N:16]=2)[CH:28]=[CH:29][C:30]=1[O:31][CH2:32][C:33]1[CH:38]=[CH:37][CH:36]=[CH:35][N:34]=1. The yield is 0.970.